Dataset: Full USPTO retrosynthesis dataset with 1.9M reactions from patents (1976-2016). Task: Predict the reactants needed to synthesize the given product. (1) Given the product [NH2:26][C:18]1[C:17]([N+:21]([O-:23])=[O:22])=[CH:16][C:3]([C:4]([NH:6][C:7]2[CH:15]=[C:14]3[C:10]([CH:11]=[N:12][NH:13]3)=[CH:9][CH:8]=2)=[O:5])=[C:2]([N:53]2[CH2:54][CH2:55][N:50]([CH3:49])[CH2:51][CH2:52]2)[CH:19]=1, predict the reactants needed to synthesize it. The reactants are: Cl[C:2]1[CH:19]=[C:18](F)[C:17]([N+:21]([O-:23])=[O:22])=[CH:16][C:3]=1[C:4]([NH:6][C:7]1[CH:15]=[C:14]2[C:10]([CH:11]=[N:12][NH:13]2)=[CH:9][CH:8]=1)=[O:5].[NH4+].[OH-].[NH2:26]C1C=C(F)C([N+]([O-])=O)=CC=1C(NC1C=C2C(C=NN2)=CC=1)=O.[CH3:49][N:50]1[CH2:55][CH2:54][NH:53][CH2:52][CH2:51]1. (2) Given the product [NH2:1][C:2](=[O:45])[C:3]([CH3:44])([CH3:43])[CH2:4][NH:5][C:6]([C@H:8]([CH:40]([CH3:42])[CH3:41])[CH2:9][C@@H:10]1[O:14][CH2:13][N:12]([C:15]([O:17][CH2:18][I:46])=[O:16])[C@H:11]1[CH2:20][C@H:21]([CH2:25][C:26]1[CH:31]=[CH:30][C:29]([O:32][CH3:33])=[C:28]([O:34][CH2:35][CH2:36][CH2:37][O:38][CH3:39])[CH:27]=1)[CH:22]([CH3:24])[CH3:23])=[O:7], predict the reactants needed to synthesize it. The reactants are: [NH2:1][C:2](=[O:45])[C:3]([CH3:44])([CH3:43])[CH2:4][NH:5][C:6]([C@H:8]([CH:40]([CH3:42])[CH3:41])[CH2:9][C@@H:10]1[O:14][CH2:13][N:12]([C:15]([O:17][CH2:18]Cl)=[O:16])[C@H:11]1[CH2:20][C@H:21]([CH2:25][C:26]1[CH:31]=[CH:30][C:29]([O:32][CH3:33])=[C:28]([O:34][CH2:35][CH2:36][CH2:37][O:38][CH3:39])[CH:27]=1)[CH:22]([CH3:24])[CH3:23])=[O:7].[I-:46].[Na+].C(#N)C. (3) Given the product [Cl:31][C:26]1[CH:25]=[C:24]([N:19]2[C:18](=[O:32])[C@@:17]3([C@H:33]([C:35]4[CH:36]=[CH:37][C:38]([C:39]#[N:40])=[CH:41][CH:42]=4)[CH2:34][NH:15][CH2:16]3)[N:21]([CH3:22])[C:20]2=[O:23])[CH:29]=[C:28]([Cl:30])[CH:27]=1, predict the reactants needed to synthesize it. The reactants are: ClC(OC(Cl)C)=O.C([N:15]1[CH2:34][C@@H:33]([C:35]2[CH:42]=[CH:41][C:38]([C:39]#[N:40])=[CH:37][CH:36]=2)[C@:17]2([N:21]([CH3:22])[C:20](=[O:23])[N:19]([C:24]3[CH:29]=[C:28]([Cl:30])[CH:27]=[C:26]([Cl:31])[CH:25]=3)[C:18]2=[O:32])[CH2:16]1)C1C=CC=CC=1. (4) The reactants are: [O:1]1[CH:7]([C:8]([OH:10])=[O:9])[CH2:6][CH2:5][NH:4][CH2:3][CH2:2]1.Cl[C:12]1[N:17]=[CH:16][C:15]([B:18]([OH:20])[OH:19])=[CH:14][N:13]=1. Given the product [B:18]([C:15]1[CH:14]=[N:13][C:12]([N:4]2[CH2:5][CH2:6][CH:7]([C:8]([OH:10])=[O:9])[O:1][CH2:2][CH2:3]2)=[N:17][CH:16]=1)([OH:20])[OH:19], predict the reactants needed to synthesize it.